From a dataset of Peptide-MHC class II binding affinity with 134,281 pairs from IEDB. Regression. Given a peptide amino acid sequence and an MHC pseudo amino acid sequence, predict their binding affinity value. This is MHC class II binding data. The peptide sequence is EFVTLAAKFIIEEDS. The MHC is HLA-DPA10103-DPB10301 with pseudo-sequence HLA-DPA10103-DPB10301. The binding affinity (normalized) is 0.206.